This data is from Full USPTO retrosynthesis dataset with 1.9M reactions from patents (1976-2016). The task is: Predict the reactants needed to synthesize the given product. Given the product [F:12][C:6]1[CH:7]=[C:8]([F:11])[CH:9]=[CH:10][C:5]=1[C:3]1[C:2]([C:13]2[CH:14]=[CH:15][C:16]3[N:17]([C:19]([CH:22]([CH3:24])[CH3:23])=[N:20][N:21]=3)[N:18]=2)=[C:29]2[NH:25][CH2:26][CH2:27][CH2:28][N:30]2[N:31]=1, predict the reactants needed to synthesize it. The reactants are: Br[CH:2]([C:13]1[CH:14]=[CH:15][C:16]2[N:17]([C:19]([CH:22]([CH3:24])[CH3:23])=[N:20][N:21]=2)[N:18]=1)[C:3]([C:5]1[CH:10]=[CH:9][C:8]([F:11])=[CH:7][C:6]=1[F:12])=O.[N:25]1([C:29](=S)[NH:30][NH2:31])[CH2:28][CH2:27][CH2:26]1.